From a dataset of Forward reaction prediction with 1.9M reactions from USPTO patents (1976-2016). Predict the product of the given reaction. Given the reactants [C:1]([O:9][CH2:10][CH2:11][CH2:12][CH3:13])(=[O:8])[C:2]1[CH:7]=[CH:6][CH:5]=[N:4][CH:3]=1.O.[C:15](O)(=O)C, predict the reaction product. The product is: [C:1]([C:2]1[CH:3]=[N:4][CH:5]=[CH:6][CH:7]=1)(=[O:9])[CH3:15].[C:1]([O:9][CH2:10][CH2:11][CH2:12][CH3:13])(=[O:8])[C:2]1[CH:7]=[CH:6][CH:5]=[N:4][CH:3]=1.